Regression. Given a peptide amino acid sequence and an MHC pseudo amino acid sequence, predict their binding affinity value. This is MHC class I binding data. From a dataset of Peptide-MHC class I binding affinity with 185,985 pairs from IEDB/IMGT. The peptide sequence is DESGLNISGY. The MHC is HLA-B40:01 with pseudo-sequence HLA-B40:01. The binding affinity (normalized) is 0.